From a dataset of Catalyst prediction with 721,799 reactions and 888 catalyst types from USPTO. Predict which catalyst facilitates the given reaction. (1) Product: [Cl:1][C:2]1[CH:3]=[C:4]([C:8]2[N:9]=[CH:10][N:11]([C:14]3[C:19]([CH3:20])=[CH:18][CH:17]=[CH:16][C:15]=3[CH3:21])[CH:12]=2)[CH:5]=[CH:6][CH:7]=1. The catalyst class is: 122. Reactant: [Cl:1][C:2]1[CH:3]=[C:4]([C:8]2[N:9]=[CH:10][NH:11][CH:12]=2)[CH:5]=[CH:6][CH:7]=1.I[C:14]1[C:19]([CH3:20])=[CH:18][CH:17]=[CH:16][C:15]=1[CH3:21].CN(C)CCN.C(=O)([O-])[O-].[Cs+].[Cs+]. (2) Reactant: [N+:1]([C:4]1[CH:12]=[C:11]2[C:7]([CH:8]=[N:9][N:10]2[CH2:13][O:14][CH2:15][CH2:16][Si:17]([CH3:20])([CH3:19])[CH3:18])=[CH:6][C:5]=1[C:21]1[CH:26]=[CH:25][CH:24]=[C:23]([CH2:27][N:28]2[CH2:33][CH2:32][CH2:31][CH2:30][CH2:29]2)[CH:22]=1)([O-])=O. Product: [N:28]1([CH2:27][C:23]2[CH:22]=[C:21]([C:5]3[CH:6]=[C:7]4[C:11](=[CH:12][C:4]=3[NH2:1])[N:10]([CH2:13][O:14][CH2:15][CH2:16][Si:17]([CH3:20])([CH3:19])[CH3:18])[N:9]=[CH:8]4)[CH:26]=[CH:25][CH:24]=2)[CH2:33][CH2:32][CH2:31][CH2:30][CH2:29]1. The catalyst class is: 78.